Dataset: Forward reaction prediction with 1.9M reactions from USPTO patents (1976-2016). Task: Predict the product of the given reaction. Given the reactants C(=O)([O-])[O-].[Ca+2].[C:6](Cl)(Cl)=[S:7].[Cl:10][C:11]1[CH:12]=[C:13]([CH:15]=[C:16]([Cl:26])[C:17]=1[C:18]1[CH:19]=[N:20][C:21]([O:24][CH3:25])=[CH:22][CH:23]=1)[NH2:14].Cl, predict the reaction product. The product is: [Cl:26][C:16]1[CH:15]=[C:13]([N:14]=[C:6]=[S:7])[CH:12]=[C:11]([Cl:10])[C:17]=1[C:18]1[CH:23]=[CH:22][C:21]([O:24][CH3:25])=[N:20][CH:19]=1.